This data is from Full USPTO retrosynthesis dataset with 1.9M reactions from patents (1976-2016). The task is: Predict the reactants needed to synthesize the given product. Given the product [C:31]([O:23][CH2:22][C@@H:12]1[C@@H:13]([O:14][Si:15]([C:18]([CH3:19])([CH3:20])[CH3:21])([CH3:17])[CH3:16])[C@@H:9]([O:8][Si:1]([C:4]([CH3:5])([CH3:6])[CH3:7])([CH3:2])[CH3:3])[C@H:10]([N:24]2[CH:29]=[CH:28][CH:27]=[N:26][C:25]2=[O:30])[O:11]1)(=[O:35])[CH2:32][CH2:33][CH3:34], predict the reactants needed to synthesize it. The reactants are: [Si:1]([O:8][C@@H:9]1[C@H:13]([O:14][Si:15]([C:18]([CH3:21])([CH3:20])[CH3:19])([CH3:17])[CH3:16])[C@@H:12]([CH2:22][OH:23])[O:11][C@H:10]1[N:24]1[CH:29]=[CH:28][CH:27]=[N:26][C:25]1=[O:30])([C:4]([CH3:7])([CH3:6])[CH3:5])([CH3:3])[CH3:2].[C:31](O[C:31](=[O:35])[CH2:32][CH2:33][CH3:34])(=[O:35])[CH2:32][CH2:33][CH3:34].